Dataset: Forward reaction prediction with 1.9M reactions from USPTO patents (1976-2016). Task: Predict the product of the given reaction. (1) Given the reactants [Cl:1][C:2]1[N:11]=[C:10]2[C:5]([CH2:6][CH2:7][CH2:8][N:9]2C(OC(C)(C)C)=O)=[CH:4][CH:3]=1, predict the reaction product. The product is: [Cl:1][C:2]1[N:11]=[C:10]2[C:5]([CH2:6][CH2:7][CH2:8][NH:9]2)=[CH:4][CH:3]=1. (2) Given the reactants [CH:1]([C:3]1[N:8]=[C:7]2[N:9]([CH2:12][C:13]3[CH:14]=[C:15]4[C:20](=[CH:21][CH:22]=3)[N:19]=[CH:18][CH:17]=[CH:16]4)[N:10]=[N:11][C:6]2=[N:5][CH:4]=1)=C.CC1C=CC=C(C)N=1.I([O-])(=O)(=O)=[O:32].[Na+], predict the reaction product. The product is: [N:19]1[C:20]2[C:15](=[CH:14][C:13]([CH2:12][N:9]3[C:7]4=[N:8][C:3]([CH:1]=[O:32])=[CH:4][N:5]=[C:6]4[N:11]=[N:10]3)=[CH:22][CH:21]=2)[CH:16]=[CH:17][CH:18]=1. (3) The product is: [CH2:1]([O:3][C:4]([N:6]1[C:15]2[C:10](=[CH:11][C:12]([C:16]([F:19])([F:18])[F:17])=[CH:13][CH:14]=2)[C:9]([C:20]([C:26]2[CH:31]=[C:30]([C:32]([F:35])([F:34])[F:33])[CH:29]=[C:28]([C:36]([F:39])([F:38])[F:37])[CH:27]=2)([Cl:59])[C:21]([O:23][CH3:24])=[O:22])=[CH:8][CH:7]1[CH2:40][CH3:41])=[O:5])[CH3:2]. Given the reactants [CH2:1]([O:3][C:4]([N:6]1[C:15]2[C:10](=[CH:11][C:12]([C:16]([F:19])([F:18])[F:17])=[CH:13][CH:14]=2)[C:9]([C:20]([C:26]2[CH:31]=[C:30]([C:32]([F:35])([F:34])[F:33])[CH:29]=[C:28]([C:36]([F:39])([F:38])[F:37])[CH:27]=2)(O)[C:21]([O:23][CH3:24])=[O:22])=[CH:8][C@H:7]1[CH2:40][CH3:41])=[O:5])[CH3:2].C(C1C=C(C)C=C(C(C)(C)C)N=1)(C)(C)C.S(Cl)([Cl:59])=O, predict the reaction product. (4) Given the reactants [C:1]([O:4][C:5](=[O:7])[CH3:6])(=O)[CH3:2].[F:8][C:9]1[CH:14]=[CH:13][C:12]([C@@H:15]([OH:42])[CH2:16][S:17][C@@H:18]2[C@@H:21]([C:22]3[CH:27]=CC(O)=[CH:24][CH:23]=3)[N:20]([C:29]3[CH:34]=[CH:33][C:32]([C:35]4[CH:36]=[N:37][CH:38]=[CH:39][CH:40]=4)=[CH:31][CH:30]=3)[C:19]2=[O:41])=[CH:11][CH:10]=1.[O:43]1CC[CH2:45][CH2:44]1, predict the reaction product. The product is: [C:5]([O:4][C:1]1[CH:24]=[CH:23][C:22]([C@@H:21]2[C@@H:18]([S:17][CH2:16][C@H:15]([O:42][C:44](=[O:43])[CH3:45])[C:12]3[CH:13]=[CH:14][C:9]([F:8])=[CH:10][CH:11]=3)[C:19](=[O:41])[N:20]2[C:29]2[CH:34]=[CH:33][C:32]([C:35]3[CH:36]=[N:37][CH:38]=[CH:39][CH:40]=3)=[CH:31][CH:30]=2)=[CH:27][CH:2]=1)(=[O:7])[CH3:6]. (5) Given the reactants [CH3:1][O:2][C:3](=[O:12])[CH2:4][C:5]1[CH:10]=[CH:9][C:8]([F:11])=[CH:7][CH:6]=1.[Br:13]([O-])(=O)=O.[Na+].OS([O-])=O.[Na+], predict the reaction product. The product is: [CH3:1][O:2][C:3](=[O:12])[CH:4]([Br:13])[C:5]1[CH:10]=[CH:9][C:8]([F:11])=[CH:7][CH:6]=1.